From a dataset of Full USPTO retrosynthesis dataset with 1.9M reactions from patents (1976-2016). Predict the reactants needed to synthesize the given product. (1) Given the product [F:1][C:2]1[C:7]([F:8])=[CH:6][CH:5]=[CH:4][C:3]=1[CH2:9][CH2:10][O:11][C:13]1[CH:14]=[C:15]2[N:22]([CH3:23])[C:21]([CH3:25])([CH3:24])[CH2:20][N:16]2[C:17](=[O:19])[N:18]=1, predict the reactants needed to synthesize it. The reactants are: [F:1][C:2]1[C:7]([F:8])=[CH:6][CH:5]=[CH:4][C:3]=1[CH2:9][CH2:10][OH:11].Cl[C:13]1[CH:14]=[C:15]2[N:22]([CH3:23])[C:21]([CH3:25])([CH3:24])[CH2:20][N:16]2[C:17](=[O:19])[N:18]=1. (2) Given the product [CH2:1]([O:3][C:4](=[O:12])[C:5]1[CH:10]=[CH:9][C:8]([N:11]=[CH:22][C:20]2[CH:19]=[C:16]([CH3:17])[CH:15]=[C:14]([Br:13])[CH:21]=2)=[CH:7][CH:6]=1)[CH3:2], predict the reactants needed to synthesize it. The reactants are: [CH2:1]([O:3][C:4](=[O:12])[C:5]1[CH:10]=[CH:9][C:8]([NH2:11])=[CH:7][CH:6]=1)[CH3:2].[Br:13][C:14]1[CH:15]=[C:16]([CH:19]=[C:20]([CH3:22])[CH:21]=1)[CH:17]=O. (3) Given the product [C:16]1([C:2]2[C:3]([N+:13]([O-:15])=[O:14])=[N:4][N:5]([CH:7]3[CH2:12][CH2:11][CH2:10][CH2:9][O:8]3)[CH:6]=2)[CH2:20][CH2:19][CH2:18][CH:17]=1, predict the reactants needed to synthesize it. The reactants are: Br[C:2]1[C:3]([N+:13]([O-:15])=[O:14])=[N:4][N:5]([CH:7]2[CH2:12][CH2:11][CH2:10][CH2:9][O:8]2)[CH:6]=1.[C:16]1(B2OC(C)(C)C(C)(C)O2)[CH2:20][CH2:19][CH2:18][CH:17]=1.C(=O)([O-])[O-].[K+].[K+]. (4) Given the product [CH3:21][N:22]([CH3:29])[CH:23]1[CH2:28][CH2:27][N:26]([C:15]([CH:13]2[C:14]3[CH:1]=[CH:2][CH:3]=[CH:4][C:5]=3[O:6][C:7]3[C:12]2=[CH:11][CH:10]=[CH:9][CH:8]=3)=[O:17])[CH2:25][CH2:24]1, predict the reactants needed to synthesize it. The reactants are: [CH:1]1[C:14]2[CH:13]([C:15]([OH:17])=O)[C:12]3[C:7](=[CH:8][CH:9]=[CH:10][CH:11]=3)[O:6][C:5]=2[CH:4]=[CH:3][CH:2]=1.C(Cl)Cl.[CH3:21][N:22]([CH3:29])[CH:23]1[CH2:28][CH2:27][NH:26][CH2:25][CH2:24]1.CCN(C(C)C)C(C)C.C1C=CC2N(O)N=NC=2C=1.CCN=C=NCCCN(C)C. (5) Given the product [CH3:12][O:13][C:14]([C:15]1[CH:20]=[CH:19][C:18]2[N:17]([CH:2]=[C:3]([C:5]3[CH:10]=[CH:9][C:8]([F:11])=[CH:7][CH:6]=3)[N:21]=2)[CH:16]=1)=[O:22], predict the reactants needed to synthesize it. The reactants are: Br[CH2:2][C:3]([C:5]1[CH:10]=[CH:9][C:8]([F:11])=[CH:7][CH:6]=1)=O.[CH3:12][O:13][C:14](=[O:22])[C:15]1[CH:20]=[CH:19][C:18]([NH2:21])=[N:17][CH:16]=1. (6) Given the product [ClH:44].[NH:34]1[CH2:35][CH2:36][CH:31]([N:29]2[CH:30]=[C:26]([C:23]3[CH:24]=[CH:25][C:20]4[N:21]([C:17]([S:16][C:14]5[CH:13]=[CH:12][C:10]6[N:11]=[C:7]([NH:6][C:4]([CH:1]7[CH2:3][CH2:2]7)=[O:5])[S:8][C:9]=6[CH:15]=5)=[CH:18][N:19]=4)[CH:22]=3)[CH:27]=[N:28]2)[CH2:32][CH2:33]1, predict the reactants needed to synthesize it. The reactants are: [CH:1]1([C:4]([NH:6][C:7]2[S:8][C:9]3[CH:15]=[C:14]([S:16][C:17]4[N:21]5[CH:22]=[C:23]([C:26]6[CH:27]=[N:28][N:29]([CH:31]7[CH2:36][CH2:35][N:34](C(OC(C)(C)C)=O)[CH2:33][CH2:32]7)[CH:30]=6)[CH:24]=[CH:25][C:20]5=[N:19][CH:18]=4)[CH:13]=[CH:12][C:10]=3[N:11]=2)=[O:5])[CH2:3][CH2:2]1.[ClH:44]. (7) Given the product [CH3:1][O:2][C:3](=[O:14])[C:4]1[CH:12]=[CH:11][C:10]([OH:13])=[C:6]([C:7]([O:9][C:17]([CH3:20])([CH3:19])[CH3:18])=[O:8])[CH:5]=1, predict the reactants needed to synthesize it. The reactants are: [CH3:1][O:2][C:3](=[O:14])[C:4]1[CH:12]=[CH:11][C:10]([OH:13])=[C:6]([C:7]([OH:9])=[O:8])[CH:5]=1.N#N.[C:17](OC(O[C:17]([CH3:20])([CH3:19])[CH3:18])N(C)C)([CH3:20])([CH3:19])[CH3:18].CCCCCCC.CCOC(C)=O.CC(O)=O.